This data is from Peptide-MHC class I binding affinity with 185,985 pairs from IEDB/IMGT. The task is: Regression. Given a peptide amino acid sequence and an MHC pseudo amino acid sequence, predict their binding affinity value. This is MHC class I binding data. (1) The peptide sequence is AHYEEDVNL. The MHC is HLA-A80:01 with pseudo-sequence HLA-A80:01. The binding affinity (normalized) is 0.0847. (2) The peptide sequence is EQAIEDVWQLF. The MHC is Mamu-A07 with pseudo-sequence Mamu-A07. The binding affinity (normalized) is 0.0643. (3) The peptide sequence is TLLVDLLWL. The MHC is HLA-B40:02 with pseudo-sequence HLA-B40:02. The binding affinity (normalized) is 0. (4) The MHC is HLA-B45:06 with pseudo-sequence HLA-B45:06. The peptide sequence is KRMMIRYCL. The binding affinity (normalized) is 0.213. (5) The binding affinity (normalized) is 0.224. The MHC is HLA-B57:01 with pseudo-sequence HLA-B57:01. The peptide sequence is HTQGYFPDWQ. (6) The peptide sequence is IISLKYTRK. The MHC is HLA-A02:19 with pseudo-sequence HLA-A02:19. The binding affinity (normalized) is 0.0847. (7) The peptide sequence is KLDFIRNTK. The MHC is HLA-B27:05 with pseudo-sequence HLA-B27:05. The binding affinity (normalized) is 0.0847. (8) The peptide sequence is LPGTTLTAL. The MHC is HLA-B08:01 with pseudo-sequence HLA-B08:01. The binding affinity (normalized) is 0.514. (9) The peptide sequence is FQAGWEDPT. The MHC is HLA-B18:01 with pseudo-sequence HLA-B18:01. The binding affinity (normalized) is 0.0847.